From a dataset of Experimentally validated miRNA-target interactions with 360,000+ pairs, plus equal number of negative samples. Binary Classification. Given a miRNA mature sequence and a target amino acid sequence, predict their likelihood of interaction. (1) The miRNA is hsa-miR-548aj-3p with sequence UAAAAACUGCAAUUACUUUUA. The protein sequence of the target gene is MKLHCCLFTLVASIIVPAAFVLEDVDFDQMVSLEANRSSYNASFPSSFELSASSHSDDDVIIAKEGTSVSIECLLTASHYEDVHWHNSKGQQLDGRSRGGKWLVSDNFLNITNVAFDDRGLYTCFVTSPIRASYSVTLRVIFTSGDMSVYYMIVCLIAFTITLILNVTRLCMMSSHLRKTEKAINEFFRTEGAEKLQKAFEIAKRIPIITSAKTLELAKVTQFKTMEFARYIEELARSVPLPPLILNCRAFVEEMFEAVRVDDPDDLGERIKERPALNAQGGIYVINPEMGRSNSPGGDS.... Result: 1 (interaction). (2) The protein sequence of the target gene is MNGYAEFPPSPSNPTKEPVEPQPSQVPLQEDVDMSSGSSGHETNENCSTGRDSQGSDCDDSGKELGMLVEPPDARQSPDTFSLMMAKSEHNPSTSGCSSDQSSKVDTHKELIKTLKELKVHLPADKKAKGKASTLATLKYALRSVKQVKANEEYYQLLMSSEGHPCGADVPSYTVEEMESVTSEHIVKNADMFAVAVSLVSGKILYISDQVASIFHCKRDAFSDAKFVEFLAPHDVGVFHSFTSPYKLPLWSMCSGADSFTQECMEEKSFFCRVSVRKSHENEIRYHPFRMTPYLVKVRD.... The miRNA is hsa-miR-3929 with sequence GAGGCUGAUGUGAGUAGACCACU. Result: 1 (interaction). (3) The miRNA is rno-miR-331-3p with sequence GCCCCUGGGCCUAUCCUAGAA. The protein sequence of the target gene is MIEVVAELSRGPVFLAGEALECVVTVTNPLPPTATSASSEALAWASAQIHCQFHASESRVALPPPDSSQPDVQPDSQTVFLPHRGERGQCILSTPPKILFCDLRLDPGESKSYSYSEVLPTEGPPSFRGQSVKYVYKLTIGCQRVNSPITLLRVPLRVLVLTGLQDVHFPQDEAVAPSSPFLEEDDSGKKDSWLAELAGERLMAATSCRSLHLYNISDGRGKVGTFGIFKSVYRLGEDVVGTLNLGEGTVACLQFSVSLQTEERVQPEYQRRRGTGVAPSVSHVTHARHQESCLHTTRTS.... Result: 0 (no interaction). (4) The miRNA is hsa-miR-4633-5p with sequence AUAUGCCUGGCUAGCUCCUC. The protein sequence of the target gene is MGRRDAQLLAALLVLGLCALAGSEKPSPCQCSRLSPHNRTNCGFPGITSDQCFDNGCCFDSSVTGVPWCFHPLPKQESDQCVMEVSDRRNCGYPGISPEECASRKCCFSNFIFEVPWCFFPKSVEDCHY. Result: 0 (no interaction). (5) The miRNA is mmu-miR-421-5p with sequence CUCAUUAAAUGUUUGUUGAAU. The protein sequence of the target gene is MKTLFEEIKASIKNNYNQDRSFCRPVLPWGGVFTIKAGRKAVSCTPLYVEIRLKNTCTIDGFLMLLYVILNENENFPRELSLHFGREFVDCFLYLMDTYSFTTVKLLWIWDKMEKQQYKSEVHKASLIIDLFGNEHDNFTKNLENLMSTIQESYCSNWRCPTRVQEDQQRTININPPQEIPHGNLIRLAVNELFCSKIELCEEHGCGGLREFSQRIFCHGAPPFVVLNMQHWKSEDLAYVPYYLDLSDHKYLLEGATLFNKEEHHYSAAFQIGGHWMHYDGLRNVNLILLNKPPEFLLLS.... Result: 0 (no interaction). (6) The miRNA is hsa-miR-30d-3p with sequence CUUUCAGUCAGAUGUUUGCUGC. The protein sequence of the target gene is MGRRPARCYRYCKNKPYPKSRFCRGVPDAKIRIFDLGRKKAKVDEFPLCGHMVSDEYEQLSSEALEAARICANKYMVKSCGKDGFHIRVRLHPFHVIRINKMLSCAGADRLQTGMRGAFGKPQGTVARVHIGQVIMSIRTKLQNKEHVIEALRRAKFKFPGRQKIHISKKWGFTKFNADEFEDMVAEKRLIPDGCGVKYIPNRGPLDKWRALHS. Result: 0 (no interaction).